Regression. Given two drug SMILES strings and cell line genomic features, predict the synergy score measuring deviation from expected non-interaction effect. From a dataset of NCI-60 drug combinations with 297,098 pairs across 59 cell lines. (1) Drug 1: CC1=C(C(=CC=C1)Cl)NC(=O)C2=CN=C(S2)NC3=CC(=NC(=N3)C)N4CCN(CC4)CCO. Drug 2: CN(CCCl)CCCl.Cl. Cell line: LOX IMVI. Synergy scores: CSS=22.8, Synergy_ZIP=-3.33, Synergy_Bliss=1.28, Synergy_Loewe=-7.06, Synergy_HSA=-1.80. (2) Drug 1: CC(CN1CC(=O)NC(=O)C1)N2CC(=O)NC(=O)C2. Drug 2: CC1=C(N=C(N=C1N)C(CC(=O)N)NCC(C(=O)N)N)C(=O)NC(C(C2=CN=CN2)OC3C(C(C(C(O3)CO)O)O)OC4C(C(C(C(O4)CO)O)OC(=O)N)O)C(=O)NC(C)C(C(C)C(=O)NC(C(C)O)C(=O)NCCC5=NC(=CS5)C6=NC(=CS6)C(=O)NCCC[S+](C)C)O. Cell line: UACC-257. Synergy scores: CSS=2.29, Synergy_ZIP=0.408, Synergy_Bliss=5.21, Synergy_Loewe=-1.44, Synergy_HSA=0.269. (3) Drug 1: CC1C(C(=O)NC(C(=O)N2CCCC2C(=O)N(CC(=O)N(C(C(=O)O1)C(C)C)C)C)C(C)C)NC(=O)C3=C4C(=C(C=C3)C)OC5=C(C(=O)C(=C(C5=N4)C(=O)NC6C(OC(=O)C(N(C(=O)CN(C(=O)C7CCCN7C(=O)C(NC6=O)C(C)C)C)C)C(C)C)C)N)C. Drug 2: C(CN)CNCCSP(=O)(O)O. Cell line: MOLT-4. Synergy scores: CSS=39.7, Synergy_ZIP=3.93, Synergy_Bliss=4.83, Synergy_Loewe=-18.5, Synergy_HSA=3.70. (4) Drug 1: C1=CC(=CC=C1C#N)C(C2=CC=C(C=C2)C#N)N3C=NC=N3. Drug 2: CC12CCC3C(C1CCC2OP(=O)(O)O)CCC4=C3C=CC(=C4)OC(=O)N(CCCl)CCCl.[Na+]. Cell line: A549. Synergy scores: CSS=3.53, Synergy_ZIP=-1.69, Synergy_Bliss=2.40, Synergy_Loewe=1.05, Synergy_HSA=0.631. (5) Drug 1: CCCS(=O)(=O)NC1=C(C(=C(C=C1)F)C(=O)C2=CNC3=C2C=C(C=N3)C4=CC=C(C=C4)Cl)F. Drug 2: COC1=C(C=C2C(=C1)N=CN=C2NC3=CC(=C(C=C3)F)Cl)OCCCN4CCOCC4. Cell line: UACC-257. Synergy scores: CSS=60.5, Synergy_ZIP=17.4, Synergy_Bliss=17.5, Synergy_Loewe=7.07, Synergy_HSA=20.0. (6) Drug 1: C1=CC(=CC=C1CCC2=CNC3=C2C(=O)NC(=N3)N)C(=O)NC(CCC(=O)O)C(=O)O. Drug 2: CC1=C(C=C(C=C1)C(=O)NC2=CC(=CC(=C2)C(F)(F)F)N3C=C(N=C3)C)NC4=NC=CC(=N4)C5=CN=CC=C5. Cell line: SF-295. Synergy scores: CSS=35.5, Synergy_ZIP=5.25, Synergy_Bliss=4.36, Synergy_Loewe=0.0949, Synergy_HSA=5.29. (7) Drug 1: CC1C(C(CC(O1)OC2CC(CC3=C2C(=C4C(=C3O)C(=O)C5=C(C4=O)C(=CC=C5)OC)O)(C(=O)C)O)N)O.Cl. Drug 2: C(CN)CNCCSP(=O)(O)O. Cell line: A498. Synergy scores: CSS=15.5, Synergy_ZIP=-5.29, Synergy_Bliss=2.20, Synergy_Loewe=-21.1, Synergy_HSA=1.62. (8) Drug 1: CCC1=C2CN3C(=CC4=C(C3=O)COC(=O)C4(CC)O)C2=NC5=C1C=C(C=C5)O. Drug 2: C1CN1C2=NC(=NC(=N2)N3CC3)N4CC4. Cell line: NCI-H226. Synergy scores: CSS=7.14, Synergy_ZIP=-3.25, Synergy_Bliss=0.364, Synergy_Loewe=1.84, Synergy_HSA=2.12. (9) Drug 1: C1C(C(OC1N2C=NC3=C(N=C(N=C32)Cl)N)CO)O. Drug 2: CC1CCCC2(C(O2)CC(NC(=O)CC(C(C(=O)C(C1O)C)(C)C)O)C(=CC3=CSC(=N3)C)C)C. Cell line: SNB-75. Synergy scores: CSS=28.4, Synergy_ZIP=-0.379, Synergy_Bliss=-1.60, Synergy_Loewe=-20.9, Synergy_HSA=-0.780. (10) Drug 1: CCC1=CC2CC(C3=C(CN(C2)C1)C4=CC=CC=C4N3)(C5=C(C=C6C(=C5)C78CCN9C7C(C=CC9)(C(C(C8N6C)(C(=O)OC)O)OC(=O)C)CC)OC)C(=O)OC.C(C(C(=O)O)O)(C(=O)O)O. Drug 2: C1CN1P(=S)(N2CC2)N3CC3. Cell line: U251. Synergy scores: CSS=37.0, Synergy_ZIP=-5.89, Synergy_Bliss=-0.350, Synergy_Loewe=-5.26, Synergy_HSA=2.15.